From a dataset of Reaction yield outcomes from USPTO patents with 853,638 reactions. Predict the reaction yield, written as a fraction of the theoretical maximum amount of product (1.0 means a 100% yield; for example, 0.34 means a 34% yield). (1) The reactants are [CH:1]1([CH2:4][O:5][NH2:6])[CH2:3][CH2:2]1.C([O:9][C:10]([C:12]1[C:17]([NH:18][C:19]2[CH:24]=[CH:23][C:22]([CH3:25])=[CH:21][C:20]=2[F:26])=[C:16]([CH3:27])[C:15](=[O:28])[N:14]([CH3:29])[C:13]=1[CH3:30])=O)C.C[Si]([N-][Si](C)(C)C)(C)C.[Li+]. The catalyst is C1COCC1. The product is [CH:1]1([CH2:4][O:5][NH:6][C:10]([C:12]2[C:17]([NH:18][C:19]3[CH:24]=[CH:23][C:22]([CH3:25])=[CH:21][C:20]=3[F:26])=[C:16]([CH3:27])[C:15](=[O:28])[N:14]([CH3:29])[C:13]=2[CH3:30])=[O:9])[CH2:3][CH2:2]1. The yield is 0.400. (2) The reactants are [CH3:1][O:2][C:3]1[CH:8]=[C:7]([CH3:9])[CH:6]=[CH:5][C:4]=1[C:10]1[NH:11][C:12](=[S:15])[NH:13][N:14]=1.Br.Br[CH2:18][C:19]1[CH:24]=[CH:23][CH:22]=[CH:21][N:20]=1. The yield is 0.720. The product is [CH3:1][O:2][C:3]1[CH:8]=[C:7]([CH3:9])[CH:6]=[CH:5][C:4]=1[C:10]1[NH:14][N:13]=[C:12]([S:15][CH2:18][C:19]2[CH:24]=[CH:23][CH:22]=[CH:21][N:20]=2)[N:11]=1. The catalyst is CCO.CCOC(C)=O.